Dataset: Catalyst prediction with 721,799 reactions and 888 catalyst types from USPTO. Task: Predict which catalyst facilitates the given reaction. (1) Reactant: [Br:1][C:2]1[N:7]=[C:6]([NH:8][C:9]2[CH:13]=[C:12]([CH:14]3[CH2:16][CH2:15]3)[NH:11][N:10]=2)[C:5]([C:17]([O:19][CH2:20][CH3:21])=[O:18])=[CH:4][N:3]=1.[CH3:22][C:23](OC(C)=O)=[O:24]. Product: [C:23]([N:11]1[C:12]([CH:14]2[CH2:15][CH2:16]2)=[CH:13][C:9]([NH:8][C:6]2[C:5]([C:17]([O:19][CH2:20][CH3:21])=[O:18])=[CH:4][N:3]=[C:2]([Br:1])[N:7]=2)=[N:10]1)(=[O:24])[CH3:22]. The catalyst class is: 20. (2) Product: [F:1][C:2]([F:7])([F:6])[C:3]([OH:5])=[O:4].[F:8][C:9]([F:14])([F:13])[C:10]([OH:12])=[O:11].[CH3:21][C:22]1[N:23]=[C:24]([NH:27][C:28]2[C:29]([O:41][C:42]3[CH:47]=[CH:46][CH:45]=[CH:44][CH:43]=3)=[CH:30][C:31]([S:34][CH:59]([CH:61]3[CH2:62][CH2:63][NH:64][CH2:65][CH2:66]3)[CH3:60])=[CH:32][N:33]=2)[S:25][CH:26]=1. Reactant: [F:1][C:2]([F:7])([F:6])[C:3]([OH:5])=[O:4].[F:8][C:9]([F:14])([F:13])[C:10]([OH:12])=[O:11].S1C=CN=C1N.[CH3:21][C:22]1[N:23]=[C:24]([NH:27][C:28]2[N:33]=[CH:32][C:31]([S:34]CCC(OC)=O)=[CH:30][C:29]=2[O:41][C:42]2[CH:47]=[CH:46][CH:45]=[CH:44][CH:43]=2)[S:25][CH:26]=1.CC([O-])(C)C.[K+].CS(O[CH:59]([CH:61]1[CH2:66][CH2:65][N:64](C(OC(C)(C)C)=O)[CH2:63][CH2:62]1)[CH3:60])(=O)=O.[NH4+].[Cl-]. The catalyst class is: 1. (3) Reactant: [Br:1][C:2]1[CH:11]=[CH:10][C:9]2[N:8]=[CH:7][C:6]3[NH:12][C:13](=[N:23][C:24]#[N:25])[N:14]([C:15]4[CH:16]=[N:17][C:18]([O:21][CH3:22])=[CH:19][CH:20]=4)[C:5]=3[C:4]=2[CH:3]=1.[H-].[Na+].[CH3:28]I. Product: [Br:1][C:2]1[CH:11]=[CH:10][C:9]2[N:8]=[CH:7][C:6]3[N:12]([CH3:28])[C:13](=[N:23][C:24]#[N:25])[N:14]([C:15]4[CH:16]=[N:17][C:18]([O:21][CH3:22])=[CH:19][CH:20]=4)[C:5]=3[C:4]=2[CH:3]=1. The catalyst class is: 3.